Task: Regression. Given two drug SMILES strings and cell line genomic features, predict the synergy score measuring deviation from expected non-interaction effect.. Dataset: NCI-60 drug combinations with 297,098 pairs across 59 cell lines (1) Drug 1: C#CCC(CC1=CN=C2C(=N1)C(=NC(=N2)N)N)C3=CC=C(C=C3)C(=O)NC(CCC(=O)O)C(=O)O. Drug 2: C(CN)CNCCSP(=O)(O)O. Cell line: MCF7. Synergy scores: CSS=-9.52, Synergy_ZIP=4.16, Synergy_Bliss=1.96, Synergy_Loewe=-9.81, Synergy_HSA=-8.69. (2) Drug 1: C1CC(C1)(C(=O)O)C(=O)O.[NH2-].[NH2-].[Pt+2]. Drug 2: CC1=C2C(C(=O)C3(C(CC4C(C3C(C(C2(C)C)(CC1OC(=O)C(C(C5=CC=CC=C5)NC(=O)C6=CC=CC=C6)O)O)OC(=O)C7=CC=CC=C7)(CO4)OC(=O)C)O)C)OC(=O)C. Cell line: LOX IMVI. Synergy scores: CSS=16.0, Synergy_ZIP=0.289, Synergy_Bliss=3.85, Synergy_Loewe=-11.2, Synergy_HSA=1.70.